This data is from Full USPTO retrosynthesis dataset with 1.9M reactions from patents (1976-2016). The task is: Predict the reactants needed to synthesize the given product. (1) Given the product [CH:19]([N:25]([CH:10]([CH3:1])[CH3:5])[CH2:23][CH3:24])([CH3:18])[CH3:20], predict the reactants needed to synthesize it. The reactants are: [C:1]1(B(O)O)[C:10]2[C:5](=CC=CC=2)C=CC=1.[Li].[OH-].[Na+].N[CH2:18][CH2:19][C:20](O)=O.[CH2:23]([N:25]=C=NCCCN(C)C)[CH3:24].ON1C2C=CC=CC=2N=N1.F[P-](F)(F)(F)(F)F.N1(O[P+](N2CCCC2)(N2CCCC2)N2CCCC2)C2C=CC=CC=2N=N1. (2) The reactants are: [NH2:1][C:2]1[CH:7]=[C:6]([C:8]([O:10][CH3:11])=[O:9])[CH:5]=[CH:4][C:3]=1[NH:12][C:13]1[CH:22]=[C:21]([Cl:23])[CH:20]=[CH:19][C:14]=1[C:15](OC)=[O:16]. Given the product [Cl:23][C:21]1[CH:20]=[CH:19][C:14]2[C:15](=[O:16])[NH:1][C:2]3[CH:7]=[C:6]([C:8]([O:10][CH3:11])=[O:9])[CH:5]=[CH:4][C:3]=3[NH:12][C:13]=2[CH:22]=1, predict the reactants needed to synthesize it. (3) Given the product [C:1]([C:6]1[CH:7]=[CH:8][C:9]([CH:24]=[O:25])=[CH:10][CH:11]=1)([CH2:4][CH3:5])([CH3:2])[CH3:3], predict the reactants needed to synthesize it. The reactants are: [C:1]([C:6]1[CH:11]=[CH:10][CH:9]=[CH:8][CH:7]=1)([CH2:4][CH3:5])([CH3:3])[CH3:2].C1N2CN3CN(C2)CN1C3.FC(F)(F)[C:24](O)=[O:25]. (4) Given the product [CH3:1][O:2][C:3](=[O:38])[CH2:4][O:5][C:6]1[CH:11]=[CH:10][C:9]([NH:12][CH2:13][C:14]2[S:18][C:17]([C:19]3[CH:24]=[CH:23][C:22]([C:25]([F:28])([F:26])[F:27])=[CH:21][CH:20]=3)=[N:16][C:15]=2[CH3:29])=[CH:8][C:7]=1[CH3:37], predict the reactants needed to synthesize it. The reactants are: [CH3:1][O:2][C:3](=[O:38])[CH2:4][O:5][C:6]1[CH:11]=[CH:10][C:9]([N:12](C(OC(C)(C)C)=O)[CH2:13][C:14]2[S:18][C:17]([C:19]3[CH:24]=[CH:23][C:22]([C:25]([F:28])([F:27])[F:26])=[CH:21][CH:20]=3)=[N:16][C:15]=2[CH3:29])=[CH:8][C:7]=1[CH3:37].C(O)(C(F)(F)F)=O.